This data is from Full USPTO retrosynthesis dataset with 1.9M reactions from patents (1976-2016). The task is: Predict the reactants needed to synthesize the given product. Given the product [CH2:18]1[C:11]2=[CH:10][C:9]3[CH:8]=[C:7]([OH:22])[CH:15]=[CH:14][C:13]=3[N:12]2[CH2:16][CH2:17]1, predict the reactants needed to synthesize it. The reactants are: C([Li])CCC.Br[C:7]1[CH:15]=[CH:14][C:13]2[N:12]3[CH2:16][CH2:17][CH2:18][C:11]3=[CH:10][C:9]=2[CH:8]=1.C([O:22]B(OC(C)C)OC(C)C)(C)C.C(O)(=O)C.OO.